From a dataset of Forward reaction prediction with 1.9M reactions from USPTO patents (1976-2016). Predict the product of the given reaction. (1) Given the reactants [C:1]([O:5][C:6]([N:8](C(OC(C)(C)C)=O)[C:9]1[CH:10]=[N:11][CH:12]=[CH:13][C:14]=1[N:15]1[CH2:20][C@@H:19]([CH3:21])[C@@H:18]([CH2:22]S([O-])(=O)=O)[C@@H:17]([NH:27][C:28]([O:30][C:31]([CH3:34])([CH3:33])[CH3:32])=[O:29])[CH2:16]1)=[O:7])([CH3:4])([CH3:3])[CH3:2].[C-]#[N:43].[Na+], predict the reaction product. The product is: [C:1]([O:5][C:6]([NH:8][C:9]1[CH:10]=[N:11][CH:12]=[CH:13][C:14]=1[N:15]1[CH2:20][C@H:19]([CH3:21])[C@H:18]([C:22]#[N:43])[C@H:17]([NH:27][C:28](=[O:29])[O:30][C:31]([CH3:33])([CH3:34])[CH3:32])[CH2:16]1)=[O:7])([CH3:2])([CH3:4])[CH3:3]. (2) Given the reactants Cl[C:2]1[C:7]([N+:8]([O-:10])=[O:9])=[CH:6][CH:5]=[C:4]([O:11][CH3:12])[N:3]=1.[C:13]([O:17][C:18]([NH:20][CH2:21][CH2:22][CH2:23][NH2:24])=[O:19])([CH3:16])([CH3:15])[CH3:14].C([O-])([O-])=O.[K+].[K+], predict the reaction product. The product is: [C:13]([O:17][C:18](=[O:19])[NH:20][CH2:21][CH2:22][CH2:23][NH:24][C:2]1[C:7]([N+:8]([O-:10])=[O:9])=[CH:6][CH:5]=[C:4]([O:11][CH3:12])[N:3]=1)([CH3:16])([CH3:14])[CH3:15]. (3) Given the reactants [Br:1][C:2]1[CH:11]=[CH:10][CH:9]=[C:8]2[C:3]=1[CH:4]=[CH:5][CH:6]=[N:7]2.C1C=C(Cl)C=C(C(OO)=[O:20])C=1.[OH-].[Na+], predict the reaction product. The product is: [Br:1][C:2]1[CH:11]=[CH:10][CH:9]=[C:8]2[C:3]=1[CH:4]=[CH:5][CH:6]=[N+:7]2[O-:20]. (4) Given the reactants [C:1]([NH:5][C:6]1[CH:7]=[C:8]([CH:33]=[CH:34][CH:35]=1)[C:9]([NH:11][C:12]1[CH:17]=[C:16]([C:18]2[NH:26][C:25]3[C:24]4([CH2:31][CH2:30][CH2:29][NH:28][CH2:27]4)[CH2:23][NH:22][C:21](=[O:32])[C:20]=3[CH:19]=2)[CH:15]=[CH:14][N:13]=1)=[O:10])(=[O:4])[CH:2]=[CH2:3].CC1C([N+]([O-])=O)=CC(C(N)=O)=C[N:38]=1, predict the reaction product. The product is: [C:1]([NH:5][C:6]1[C:35]([CH3:34])=[N:38][CH:33]=[C:8]([CH:7]=1)[C:9]([NH:11][C:12]1[CH:17]=[C:16]([C:18]2[NH:26][C:25]3[C:24]4([CH2:31][CH2:30][CH2:29][NH:28][CH2:27]4)[CH2:23][NH:22][C:21](=[O:32])[C:20]=3[CH:19]=2)[CH:15]=[CH:14][N:13]=1)=[O:10])(=[O:4])[CH:2]=[CH2:3]. (5) Given the reactants Cl.[C:2]([C:5]1[CH:9]=[CH:8][NH:7][N:6]=1)(=O)[CH3:3].Cl.[C:11]([C:13]1[CH:18]=[CH:17][C:16]([NH:19][NH2:20])=[CH:15][CH:14]=1)#[N:12], predict the reaction product. The product is: [NH:7]1[CH:8]=[CH:9][C:5](/[C:2](=[N:20]/[NH:19][C:16]2[CH:17]=[CH:18][C:13]([C:11]#[N:12])=[CH:14][CH:15]=2)/[CH3:3])=[N:6]1. (6) Given the reactants [Cl:1][C:2]1[C:7]([Cl:8])=[C:6]([C:9]([OH:18])([C:14]([F:17])([F:16])[F:15])[C:10]([F:13])([F:12])[F:11])[CH:5]=[CH:4][C:3]=1[C:19]1[S:23][C:22]([C:24]([N:26]2[CH2:31][CH2:30][S:29][CH2:28][CH2:27]2)=[O:25])=[N:21][C:20]=1[C:32]([N:34]([CH2:37][CH3:38])[CH2:35][CH3:36])=[O:33].C1C=C(Cl)C=C(C(OO)=[O:47])C=1, predict the reaction product. The product is: [Cl:1][C:2]1[C:7]([Cl:8])=[C:6]([C:9]([OH:18])([C:10]([F:12])([F:11])[F:13])[C:14]([F:15])([F:17])[F:16])[CH:5]=[CH:4][C:3]=1[C:19]1[S:23][C:22]([C:24]([N:26]2[CH2:31][CH2:30][S:29](=[O:47])[CH2:28][CH2:27]2)=[O:25])=[N:21][C:20]=1[C:32]([N:34]([CH2:37][CH3:38])[CH2:35][CH3:36])=[O:33]. (7) Given the reactants [Br:1][C:2]1[N:3]=[CH:4][NH:5][CH:6]=1.[H-].[Na+].Cl[C:10]1[N:15]=[C:14]([N:16]2[CH2:21][CH2:20][O:19][CH2:18][CH2:17]2)[N:13]=[C:12]([N:22]2[CH2:27][CH2:26][O:25][CH2:24][CH2:23]2)[N:11]=1, predict the reaction product. The product is: [Br:1][C:2]1[NH:3][CH2:4][N:5]([C:10]2[N:15]=[C:14]([N:16]3[CH2:17][CH2:18][O:19][CH2:20][CH2:21]3)[N:13]=[C:12]([N:22]3[CH2:23][CH2:24][O:25][CH2:26][CH2:27]3)[N:11]=2)[CH:6]=1. (8) Given the reactants [CH2:1]([S:7]([OH:10])(=[O:9])=[O:8])[CH2:2][S:3]([OH:6])(=[O:5])=[O:4].[Ag:11]=O, predict the reaction product. The product is: [CH2:1]([S:7]([O-:10])(=[O:9])=[O:8])[CH2:2][S:3]([O-:6])(=[O:5])=[O:4].[Ag+:11].[Ag+:11]. (9) Given the reactants [C:1]([O:5][C:6]([N:8]1[CH2:13][CH2:12][CH:11]([CH2:14][CH2:15][CH2:16][CH2:17][C:18]2[CH:23]=[CH:22][C:21]([NH2:24])=[CH:20][CH:19]=2)[CH2:10][CH2:9]1)=[O:7])([CH3:4])([CH3:3])[CH3:2].CCN(CC)CC.[C:32](Cl)(=[O:34])[CH3:33], predict the reaction product. The product is: [C:1]([O:5][C:6]([N:8]1[CH2:13][CH2:12][CH:11]([CH2:14][CH2:15][CH2:16][CH2:17][C:18]2[CH:23]=[CH:22][C:21]([NH:24][C:32](=[O:34])[CH3:33])=[CH:20][CH:19]=2)[CH2:10][CH2:9]1)=[O:7])([CH3:4])([CH3:2])[CH3:3].